This data is from Catalyst prediction with 721,799 reactions and 888 catalyst types from USPTO. The task is: Predict which catalyst facilitates the given reaction. (1) Reactant: [F:1][C:2]1[CH:3]=[C:4]([CH:10]2[CH2:12][CH:11]2[CH2:13][C:14]([OH:16])=[O:15])[CH:5]=[CH:6][C:7]=1[O:8][CH3:9].[N+](=[CH2:19])=[N-]. Product: [CH3:19][O:15][C:14](=[O:16])[CH2:13][CH:11]1[CH2:12][CH:10]1[C:4]1[CH:5]=[CH:6][C:7]([O:8][CH3:9])=[C:2]([F:1])[CH:3]=1. The catalyst class is: 1. (2) Reactant: [CH2:1]([NH:8][C:9]1[C:19]([N+:20]([O-:22])=[O:21])=[CH:18][C:12]([C:13]([O:15][CH2:16][CH3:17])=[O:14])=[C:11](F)[CH:10]=1)[C:2]1[CH:7]=[CH:6][CH:5]=[CH:4][CH:3]=1.[CH2:24]([OH:26])[CH3:25].OS([O-])(=O)=O.[K+]. Product: [CH2:1]([NH:8][C:9]1[C:19]([N+:20]([O-:22])=[O:21])=[CH:18][C:12]([C:13]([O:15][CH2:16][CH3:17])=[O:14])=[C:11]([O:26][CH2:24][CH3:25])[CH:10]=1)[C:2]1[CH:7]=[CH:6][CH:5]=[CH:4][CH:3]=1. The catalyst class is: 6. (3) Reactant: [Cl:1][C:2]1[CH:3]=[C:4]([C:9]2(O)[CH2:14][CH2:13][N:12](C(OC(C)(C)C)=O)[CH2:11][CH2:10]2)[CH:5]=[C:6]([F:8])[CH:7]=1. Product: [Cl:1][C:2]1[CH:3]=[C:4]([C:9]2[CH2:14][CH2:13][NH:12][CH2:11][CH:10]=2)[CH:5]=[C:6]([F:8])[CH:7]=1. The catalyst class is: 55. (4) Reactant: [F:1][C:2]1[CH:14]=[C:13]([F:15])[CH:12]=[CH:11][C:3]=1[O:4][C:5]([CH3:10])([CH3:9])[C:6]([NH2:8])=O.C(N(CC)CC)C.FC(F)(F)C(OC(=O)C(F)(F)F)=O.CO. Product: [F:1][C:2]1[CH:14]=[C:13]([F:15])[CH:12]=[CH:11][C:3]=1[O:4][C:5]([CH3:10])([CH3:9])[C:6]#[N:8]. The catalyst class is: 2. (5) Reactant: Cl.O1CCOCC1.[Si]([O:15][CH2:16][CH2:17][N:18]([CH2:77][CH3:78])[CH2:19][CH2:20][C@@H:21]([NH:30][C:31]1[CH:36]=[CH:35][C:34]([S:37]([NH:40][C:41](=[O:69])[C:42]2[CH:47]=[CH:46][C:45]([N:48]3[CH2:53][CH2:52][CH:51]([C@H:54]([C:56]4[CH:61]=[CH:60][CH:59]=[CH:58][C:57]=4[C:62]4[CH:67]=[CH:66][C:65]([Cl:68])=[CH:64][CH:63]=4)[OH:55])[CH2:50][CH2:49]3)=[CH:44][CH:43]=2)(=[O:39])=[O:38])=[CH:33][C:32]=1[S:70]([C:73]([F:76])([F:75])[F:74])(=[O:72])=[O:71])[CH2:22][S:23][C:24]1[CH:29]=[CH:28][CH:27]=[CH:26][CH:25]=1)(C(C)(C)C)(C)C. Product: [Cl:68][C:65]1[CH:66]=[CH:67][C:62]([C:57]2[CH:58]=[CH:59][CH:60]=[CH:61][C:56]=2[C@H:54]([OH:55])[CH:51]2[CH2:50][CH2:49][N:48]([C:45]3[CH:46]=[CH:47][C:42]([C:41]([NH:40][S:37]([C:34]4[CH:35]=[CH:36][C:31]([NH:30][C@H:21]([CH2:20][CH2:19][N:18]([CH2:77][CH3:78])[CH2:17][CH2:16][OH:15])[CH2:22][S:23][C:24]5[CH:29]=[CH:28][CH:27]=[CH:26][CH:25]=5)=[C:32]([S:70]([C:73]([F:74])([F:75])[F:76])(=[O:71])=[O:72])[CH:33]=4)(=[O:38])=[O:39])=[O:69])=[CH:43][CH:44]=3)[CH2:53][CH2:52]2)=[CH:63][CH:64]=1. The catalyst class is: 2. (6) Reactant: Cl.[CH2:2]([NH2:9])[C:3]1[CH:8]=[CH:7][CH:6]=[CH:5][CH:4]=1.[C-:10]#[N:11].[K+].[CH2:13]=O.[N:15]([O-:17])=O.[Na+]. Product: [CH:6]1[CH:7]=[CH:8][C:3]([CH2:2][N:9]([N:15]=[O:17])[CH2:13][C:10]#[N:11])=[CH:4][CH:5]=1. The catalyst class is: 809.